This data is from Reaction yield outcomes from USPTO patents with 853,638 reactions. The task is: Predict the reaction yield, written as a fraction of the theoretical maximum amount of product (1.0 means a 100% yield; for example, 0.34 means a 34% yield). The reactants are [CH:1]([NH:3][NH2:4])=[O:2].[Br:5][C:6]1[CH:7]=[C:8]([C:17]#[N:18])[C:9]([NH:12]C(=O)OC)=[N:10][CH:11]=1.[CH3:19]N1CCCC1=O. No catalyst specified. The product is [Br:5][C:6]1[CH:11]=[N:10][C:9]2[NH:12][C:1](=[O:2])[N:3]3[N:4]=[CH:19][N:18]=[C:17]3[C:8]=2[CH:7]=1. The yield is 0.600.